This data is from Reaction yield outcomes from USPTO patents with 853,638 reactions. The task is: Predict the reaction yield, written as a fraction of the theoretical maximum amount of product (1.0 means a 100% yield; for example, 0.34 means a 34% yield). (1) The reactants are [F:1][C:2]1[C:12]([O:13][CH3:14])=[CH:11][CH:10]=[C:9]([O:15][CH3:16])[C:3]=1[C:4]([O:6]CC)=O.[CH3:17][O:18][C:19]1[CH:20]=[C:21]([CH2:25]C(O)=O)[CH:22]=[CH:23][CH:24]=1.C[Si]([N-][Si](C)(C)C)(C)C.[Na+].Cl. The catalyst is CN(C=O)C.C1COCC1.O. The product is [F:1][C:2]1[C:12]([O:13][CH3:14])=[CH:11][CH:10]=[C:9]([O:15][CH3:16])[C:3]=1[C:4](=[O:6])[CH2:25][C:21]1[CH:22]=[CH:23][CH:24]=[C:19]([O:18][CH3:17])[CH:20]=1. The yield is 0.640. (2) The reactants are [F:1][C:2]1[CH:7]=[CH:6][C:5]([C:8]([CH:10]2[CH2:15][CH2:14][N:13]([CH:16]3[CH2:21][CH2:20][NH:19][CH2:18][CH:17]3[OH:22])[CH2:12][CH2:11]2)=[O:9])=[CH:4][CH:3]=1.C(N(CC)CC)C.[F:30][C:31]1[CH:38]=[CH:37][C:34]([CH2:35]Br)=[CH:33][CH:32]=1. The catalyst is C(Cl)Cl. The product is [F:30][C:31]1[CH:38]=[CH:37][C:34]([CH2:35][N:19]2[CH2:20][CH2:21][CH:16]([N:13]3[CH2:14][CH2:15][CH:10]([C:8]([C:5]4[CH:6]=[CH:7][C:2]([F:1])=[CH:3][CH:4]=4)=[O:9])[CH2:11][CH2:12]3)[CH:17]([OH:22])[CH2:18]2)=[CH:33][CH:32]=1. The yield is 0.450. (3) The reactants are [C:1]([O:5][C:6]([N:8]1[C:12]([CH3:13])=[CH:11][C:10]([N:14]([C:31]([O:33][C:34]([CH3:37])([CH3:36])[CH3:35])=[O:32])[C:15]2[C:24]3[C:19](=[CH:20][C:21]([CH2:25][OH:26])=[CH:22][CH:23]=3)[C:18](=[O:27])[N:17]([CH:28]([CH3:30])[CH3:29])[N:16]=2)=[N:9]1)=[O:7])([CH3:4])([CH3:3])[CH3:2].I(C1C=CC=CC=1C(O)=O)(=O)=[O:39].S(=O)(=O)(O)N.Cl([O-])=O.[Na+]. The catalyst is CS(C)=O.C(Cl)Cl.O. The product is [C:34]([O:33][C:31]([N:14]([C:10]1[CH:11]=[C:12]([CH3:13])[N:8]([C:6]([O:5][C:1]([CH3:4])([CH3:2])[CH3:3])=[O:7])[N:9]=1)[C:15]1[C:24]2[C:19](=[CH:20][C:21]([C:25]([OH:39])=[O:26])=[CH:22][CH:23]=2)[C:18](=[O:27])[N:17]([CH:28]([CH3:29])[CH3:30])[N:16]=1)=[O:32])([CH3:35])([CH3:37])[CH3:36]. The yield is 0.440. (4) The reactants are [CH3:1][O:2][C:3]1[CH:4]=[C:5]([NH2:14])[C:6](=[CH:10][C:11]=1[O:12][CH3:13])[C:7]([OH:9])=O.O=S(Cl)Cl.[Cl:19][C:20]1[CH:26]=[CH:25][CH:24]=[CH:23][C:21]=1[NH2:22].C(Cl)(Cl)Cl. The catalyst is C1C=CC=CC=1. The product is [NH2:14][C:5]1[CH:4]=[C:3]([O:2][CH3:1])[C:11]([O:12][CH3:13])=[CH:10][C:6]=1[C:7]([NH:22][C:21]1[CH:23]=[CH:24][CH:25]=[CH:26][C:20]=1[Cl:19])=[O:9]. The yield is 0.550. (5) The reactants are [F:1][C:2]1([C:6]2[CH:20]=[CH:19][C:18]([CH2:21][O:22][CH3:23])=[CH:17][C:7]=2[CH2:8][NH:9]C(=O)OC(C)(C)C)[CH2:5][O:4][CH2:3]1.C(Cl)Cl.C(O)(C(F)(F)F)=O. The catalyst is CCOC(C)=O. The product is [F:1][C:2]1([C:6]2[CH:20]=[CH:19][C:18]([CH2:21][O:22][CH3:23])=[CH:17][C:7]=2[CH2:8][NH2:9])[CH2:3][O:4][CH2:5]1. The yield is 0.720. (6) The reactants are [Cl-].O[NH3+:3].[C:4](=[O:7])([O-])[OH:5].[Na+].CS(C)=O.[CH2:13]([C:17]1[N:18]=[C:19]([CH:45]2[CH2:47][CH2:46]2)[N:20]([C:39]2[CH:44]=[CH:43][CH:42]=[CH:41][CH:40]=2)[C:21](=[O:38])[C:22]=1[CH2:23][C:24]1[CH:29]=[CH:28][C:27]([C:30]2[C:31]([C:36]#[N:37])=[CH:32][CH:33]=[CH:34][CH:35]=2)=[CH:26][CH:25]=1)[CH2:14][CH2:15][CH3:16]. The catalyst is C(OCC)(=O)C. The product is [CH2:13]([C:17]1[N:18]=[C:19]([CH:45]2[CH2:46][CH2:47]2)[N:20]([C:39]2[CH:44]=[CH:43][CH:42]=[CH:41][CH:40]=2)[C:21](=[O:38])[C:22]=1[CH2:23][C:24]1[CH:29]=[CH:28][C:27]([C:30]2[CH:35]=[CH:34][CH:33]=[CH:32][C:31]=2[C:36]2[NH:3][C:4](=[O:7])[O:5][N:37]=2)=[CH:26][CH:25]=1)[CH2:14][CH2:15][CH3:16]. The yield is 0.780. (7) The reactants are [N+:1]([C:4]1[S:8][C:7]([C:9]([OH:11])=O)=[CH:6][CH:5]=1)([O-:3])=[O:2].C(Cl)(=O)C(Cl)=O.[CH2:18]([NH2:21])[CH2:19][CH3:20].CCN(CC)CC. The catalyst is CN(C=O)C.C(Cl)Cl. The product is [N+:1]([C:4]1[S:8][C:7]([C:9]([NH:21][CH2:18][CH2:19][CH3:20])=[O:11])=[CH:6][CH:5]=1)([O-:3])=[O:2]. The yield is 0.680. (8) The yield is 0.560. The reactants are [CH:1]1([C:4]2[NH:5][C:6]3[C:11]([CH:12]=2)=[CH:10][C:9]([N+:13]([O-])=O)=[CH:8][CH:7]=3)[CH2:3][CH2:2]1. The catalyst is CO.[Ni]. The product is [CH:1]1([C:4]2[NH:5][C:6]3[C:11]([CH:12]=2)=[CH:10][C:9]([NH2:13])=[CH:8][CH:7]=3)[CH2:3][CH2:2]1. (9) The reactants are O.[NH2:2][NH2:3].[O:4]=[C:5]1[CH2:9][CH2:8][C@H:7]([CH2:10][C:11]2[CH:12]=[N:13][C:14]([C:17]([F:20])([F:19])[F:18])=[CH:15][CH:16]=2)[N:6]1[C:21]([O:23][C:24]([CH3:27])([CH3:26])[CH3:25])=[O:22].[NH4+].[Cl-]. The catalyst is C1COCC1. The product is [C:24]([O:23][C:21]([NH:6][C@@H:7]([CH2:10][C:11]1[CH:12]=[N:13][C:14]([C:17]([F:18])([F:19])[F:20])=[CH:15][CH:16]=1)[CH2:8][CH2:9][C:5]([NH:2][NH2:3])=[O:4])=[O:22])([CH3:25])([CH3:27])[CH3:26]. The yield is 0.800. (10) The reactants are [Cl:1][C:2]1[CH:7]=[CH:6][C:5]([NH2:8])=[C:4]([C:9]#[C:10][C:11]2[CH:16]=[CH:15][CH:14]=[CH:13][C:12]=2[O:17][CH3:18])[CH:3]=1.[CH2:19]([O:21][C:22](=[O:29])[CH2:23][C:24](=O)[CH:25]([CH3:27])[CH3:26])[CH3:20]. The catalyst is CCO. The product is [CH2:19]([O:21][C:22]([C:23]1[C:24]([CH:25]([CH3:27])[CH3:26])=[N:8][C:5]2[C:4]([C:9]=1[CH2:10][C:11]1[CH:16]=[CH:15][CH:14]=[CH:13][C:12]=1[O:17][CH3:18])=[CH:3][C:2]([Cl:1])=[CH:7][CH:6]=2)=[O:29])[CH3:20]. The yield is 0.320.